From a dataset of Full USPTO retrosynthesis dataset with 1.9M reactions from patents (1976-2016). Predict the reactants needed to synthesize the given product. (1) The reactants are: [OH:1][N:2]=[C:3]([C:5]1[CH:22]=[CH:21][C:8]([CH2:9][N:10]2[CH2:13][CH:12]([C:14]([O:16][C:17]([CH3:20])([CH3:19])[CH3:18])=[O:15])[CH2:11]2)=[CH:7][C:6]=1[C:23]([F:26])([F:25])[F:24])[NH2:4].C1N(P(Cl)(N2C(=O)[O:38][CH2:37][CH2:36]2)=O)C(=O)OC1.C([N:44]([CH2:47][CH3:48])CC)C. Given the product [C:5]1([C:47]2[C:48]([C:23]([F:26])([F:25])[F:24])=[C:37]([C:36]3[O:1][N:2]=[C:3]([C:5]4[CH:22]=[CH:21][C:8]([CH2:9][N:10]5[CH2:11][CH:12]([C:14]([O:16][C:17]([CH3:18])([CH3:19])[CH3:20])=[O:15])[CH2:13]5)=[CH:7][C:6]=4[C:23]([F:24])([F:25])[F:26])[N:4]=3)[O:38][N:44]=2)[CH:22]=[CH:21][CH:8]=[CH:7][CH:6]=1, predict the reactants needed to synthesize it. (2) The reactants are: C([O:4][C:5]1[C:6]([CH3:19])=[CH:7][CH:8]=[C:9]2[C:14]=1[CH:13]=[C:12]([C:15]([O:17][CH3:18])=[O:16])[CH:11]=[CH:10]2)(=O)C.C(=O)([O-])[O-].[K+].[K+].CO. Given the product [OH:4][C:5]1[C:6]([CH3:19])=[CH:7][CH:8]=[C:9]2[C:14]=1[CH:13]=[C:12]([C:15]([O:17][CH3:18])=[O:16])[CH:11]=[CH:10]2, predict the reactants needed to synthesize it.